From a dataset of Drug-target binding data from BindingDB using Ki measurements. Regression. Given a target protein amino acid sequence and a drug SMILES string, predict the binding affinity score between them. We predict pKi (pKi = -log10(Ki in M); higher means stronger inhibition). Dataset: bindingdb_ki. (1) The compound is [NH3+]C(CCP(=O)([O-])CP(=O)(O)O)C(=O)[O-]. The target protein (P15104) has sequence MTTSASSHLNKGIKQVYMSLPQGEKVQAMYIWIDGTGEGLRCKTRTLDSEPKCVEELPEWNFDGSSTLQSEGSNSDMYLVPAAMFRDPFRKDPNKLVLCEVFKYNRRPAETNLRHTCKRIMDMVSNQHPWFGMEQEYTLMGTDGHPFGWPSNGFPGPQGPYYCGVGADRAYGRDIVEAHYRACLYAGVKIAGTNAEVMPAQWEFQIGPCEGISMGDHLWVARFILHRVCEDFGVIATFDPKPIPGNWNGAGCHTNFSTKAMREENGLKYIEEAIEKLSKRHQYHIRAYDPKGGLDNARRLTGFHETSNINDFSAGVANRSASIRIPRTVGQEKKGYFEDRRPSANCDPFSVTEALIRTCLLNETGDEPFQYKN. The pKi is 3.1. (2) The pKi is 5.8. The target protein sequence is IIGGEFTTIENQPWFAAIYRRHRGGSVTYVCGGSLMSPCWVISATHCFIDYPKKEDYIVYLGRSRLNSNTQGEMKFEVENLILHKDYSADTLAHHNDIALLKIRSKEGRCAQPSRTIQTICLPSMYNDPQFGTSCEITGFGKEASTDYLYPEQLKMTVVKLISHRECQQPHYYGSEVTTKMLCAADPQWKTDACQGDSGGPLVCSLQGRMTLTGIVSWGRGCALKDKPGVYTRVSHFLPWIRSHTKEENGLAL. The small molecule is NC(=[NH2+])c1cc2c(I)cccc2s1.